Predict the product of the given reaction. From a dataset of Forward reaction prediction with 1.9M reactions from USPTO patents (1976-2016). (1) Given the reactants [Cl:1][S:2]([OH:5])(=O)=[O:3].[O:6]1[C:10]2[CH:11]=[CH:12][CH:13]=[CH:14][C:9]=2[CH:8]=[N:7]1, predict the reaction product. The product is: [O:6]1[C:10]2[CH:11]=[CH:12][C:13]([S:2]([Cl:1])(=[O:5])=[O:3])=[CH:14][C:9]=2[CH:8]=[N:7]1. (2) Given the reactants [Br:1][C:2]1[CH:3]=[CH:4][C:5]2[N:6]([C:8]([C:18]([OH:20])=O)=[C:9]([C:11]3[CH:16]=[CH:15][C:14]([F:17])=[CH:13][CH:12]=3)[N:10]=2)[CH:7]=1.C(Cl)(=O)C(Cl)=O.[CH3:27][N:28](C=O)C.CN, predict the reaction product. The product is: [Br:1][C:2]1[CH:3]=[CH:4][C:5]2[N:6]([C:8]([C:18]([NH:28][CH3:27])=[O:20])=[C:9]([C:11]3[CH:12]=[CH:13][C:14]([F:17])=[CH:15][CH:16]=3)[N:10]=2)[CH:7]=1. (3) Given the reactants [CH3:1][O:2][C:3]1[CH:12]=[C:11]2[C:6]([CH:7]=[CH:8][CH:9]=[C:10]2[CH:13]=C)=[CH:5][CH:4]=1.I([O-])(=O)(=O)=[O:16].[Na+].C(=O)([O-])O.[Na+], predict the reaction product. The product is: [CH3:1][O:2][C:3]1[CH:12]=[C:11]2[C:6]([CH:7]=[CH:8][CH:9]=[C:10]2[CH:13]=[O:16])=[CH:5][CH:4]=1.